Dataset: Reaction yield outcomes from USPTO patents with 853,638 reactions. Task: Predict the reaction yield, written as a fraction of the theoretical maximum amount of product (1.0 means a 100% yield; for example, 0.34 means a 34% yield). (1) The reactants are C(Cl)(=O)C(Cl)=O.[CH3:7][N:8]1[C:17]2[N:16]([CH3:18])[C:15]3[CH:19]=[CH:20][CH:21]=[CH:22][C:14]=3[N:13]([C:23]([C:25]3[CH:30]=[CH:29][C:28]([CH2:31][CH2:32][C:33]([OH:35])=O)=[C:27]([CH3:36])[CH:26]=3)=[O:24])[CH2:12][C:11]=2[CH:10]=[N:9]1.Cl.Cl.[CH3:39][C:40]([CH3:50])([CH3:49])[CH2:41][CH2:42][N:43]1[CH2:48][CH2:47][NH:46][CH2:45][CH2:44]1.CCN(C(C)C)C(C)C. The catalyst is ClCCl.CN(C=O)C. The product is [CH3:39][C:40]([CH3:50])([CH3:49])[CH2:41][CH2:42][N:43]1[CH2:44][CH2:45][N:46]([C:33](=[O:35])[CH2:32][CH2:31][C:28]2[CH:29]=[CH:30][C:25]([C:23]([N:13]3[CH2:12][C:11]4[CH:10]=[N:9][N:8]([CH3:7])[C:17]=4[N:16]([CH3:18])[C:15]4[CH:19]=[CH:20][CH:21]=[CH:22][C:14]3=4)=[O:24])=[CH:26][C:27]=2[CH3:36])[CH2:47][CH2:48]1. The yield is 0.650. (2) The catalyst is C(Cl)Cl. The reactants are [C:1]12([S:11][CH2:12][C:13]([N:15]([CH3:22])[CH2:16][C:17]3[S:18][CH:19]=[CH:20][CH:21]=3)=[O:14])[CH2:10][CH:5]3[CH2:6][CH:7]([CH2:9][CH:3]([CH2:4]3)[CH2:2]1)[CH2:8]2.C1C=C(Cl)C=C(C(OO)=[O:31])C=1. The product is [C:1]12([S:11]([CH2:12][C:13]([N:15]([CH3:22])[CH2:16][C:17]3[S:18][CH:19]=[CH:20][CH:21]=3)=[O:14])=[O:31])[CH2:2][CH:3]3[CH2:4][CH:5]([CH2:6][CH:7]([CH2:9]3)[CH2:8]1)[CH2:10]2. The yield is 0.850. (3) The yield is 0.730. The product is [CH:43]1([P:49]([CH:57]2[CH2:62][CH2:61][CH2:60][CH2:59][CH2:58]2)([C:50]2[CH:55]=[CH:54][CH:53]=[C:52]3[C:51]=2[C@@:17]2([C:18]4[C:14](=[CH:13][CH:12]=[CH:11][C:10]=4[P:9]([C:35]4[CH:40]=[C:39]([CH3:41])[CH:38]=[C:37]([CH3:42])[CH:36]=4)[C:4]4[CH:3]=[C:2]([CH3:1])[CH:7]=[C:6]([CH3:8])[CH:5]=4)[CH2:15][CH2:16]2)[CH2:19][CH2:20]3)=[O:56])[CH2:44][CH2:45][CH2:46][CH2:47][CH2:48]1. The reactants are [CH3:1][C:2]1[CH:3]=[C:4]([P:9]([C:35]2[CH:40]=[C:39]([CH3:41])[CH:38]=[C:37]([CH3:42])[CH:36]=2)[C:10]2[CH:11]=[CH:12][CH:13]=[C:14]3[C:18]=2[C@@:17]2(C4C(=CC=CC=4OS(C(F)(F)F)(=O)=O)[CH2:20][CH2:19]2)[CH2:16][CH2:15]3)[CH:5]=[C:6]([CH3:8])[CH:7]=1.[CH:43]1([PH:49](=[O:56])[CH:50]2[CH2:55][CH2:54][CH2:53][CH2:52][CH2:51]2)[CH2:48][CH2:47][CH2:46][CH2:45][CH2:44]1.[C:57]1(P([C:57]2[CH:62]=[CH:61][CH:60]=[CH:59][CH:58]=2)CCCCP([C:57]2[CH:62]=[CH:61][CH:60]=[CH:59][CH:58]=2)[C:57]2[CH:62]=[CH:61][CH:60]=[CH:59][CH:58]=2)[CH:62]=[CH:61][CH:60]=[CH:59][CH:58]=1.C(N(C(C)C)C(C)C)C. The catalyst is CC([O-])=O.CC([O-])=O.[Pd+2].CS(C)=O. (4) The reactants are [Br:1][C:2]1[C:10]2[C:5](=[CH:6][CH:7]=[C:8]([C:11]#[N:12])[CH:9]=2)[N:4]([CH:13]2[CH2:18][CH2:17][CH2:16][CH2:15][O:14]2)[N:3]=1.[OH:19]O.[OH-].[Na+].Cl. The catalyst is C(O)C.O. The product is [Br:1][C:2]1[C:10]2[C:5](=[CH:6][CH:7]=[C:8]([C:11]([NH2:12])=[O:19])[CH:9]=2)[N:4]([CH:13]2[CH2:18][CH2:17][CH2:16][CH2:15][O:14]2)[N:3]=1. The yield is 0.970.